This data is from M1 muscarinic receptor antagonist screen with 61,756 compounds. The task is: Binary Classification. Given a drug SMILES string, predict its activity (active/inactive) in a high-throughput screening assay against a specified biological target. The compound is O=C(N1CCc2c(C1)cccc2)c1cccnc1. The result is 0 (inactive).